From a dataset of Rat liver microsome stability data. Regression/Classification. Given a drug SMILES string, predict its absorption, distribution, metabolism, or excretion properties. Task type varies by dataset: regression for continuous measurements (e.g., permeability, clearance, half-life) or binary classification for categorical outcomes (e.g., BBB penetration, CYP inhibition). Dataset: rlm. (1) The compound is CCC1=C(C(=O)OCC2CCCCC2)[C@H](c2cccc(O)c2)NC(=O)N1. The result is 1 (stable in rat liver microsomes). (2) The compound is Cc1c(-c2nsc(NC(=O)c3cccc(Cl)c3)n2)nnn1-c1ccccc1C(F)(F)F. The result is 0 (unstable in rat liver microsomes).